From a dataset of Catalyst prediction with 721,799 reactions and 888 catalyst types from USPTO. Predict which catalyst facilitates the given reaction. (1) Reactant: [CH2:1]([O:8][C:9]([N:11]1[CH2:16][CH2:15][CH:14]([CH2:17][NH2:18])[CH2:13][CH2:12]1)=[O:10])[C:2]1[CH:7]=[CH:6][CH:5]=[CH:4][CH:3]=1.[Br:19][C:20]1[CH:21]=[N:22][CH:23]=[CH:24][C:25]=1Br. Product: [CH2:1]([O:8][C:9]([N:11]1[CH2:16][CH2:15][CH:14]([CH2:17][NH:18][C:25]2[CH:24]=[CH:23][N:22]=[CH:21][C:20]=2[Br:19])[CH2:13][CH2:12]1)=[O:10])[C:2]1[CH:7]=[CH:6][CH:5]=[CH:4][CH:3]=1. The catalyst class is: 41. (2) Reactant: [Cl:1][C:2]1[CH:10]=[C:9]([CH:11]([O:14][CH2:15][C:16]2([C:29]3[CH:34]=[CH:33][C:32]([F:35])=[CH:31][CH:30]=3)[CH2:21][CH2:20][N:19]([C:22]([O:24][C:25]([CH3:28])([CH3:27])[CH3:26])=[O:23])[CH2:18][CH2:17]2)[CH:12]=[CH2:13])[C:8]2[C:4](=[CH:5][N:6]([CH2:36][O:37][CH2:38][CH2:39][Si:40]([CH3:43])([CH3:42])[CH3:41])[N:7]=2)[CH:3]=1.[O:44]1CCCC1.B.C1COCC1.OO.[OH-].[Na+]. Product: [Cl:1][C:2]1[CH:10]=[C:9]([CH:11]([O:14][CH2:15][C:16]2([C:29]3[CH:34]=[CH:33][C:32]([F:35])=[CH:31][CH:30]=3)[CH2:21][CH2:20][N:19]([C:22]([O:24][C:25]([CH3:26])([CH3:27])[CH3:28])=[O:23])[CH2:18][CH2:17]2)[CH2:12][CH2:13][OH:44])[C:8]2[C:4](=[CH:5][N:6]([CH2:36][O:37][CH2:38][CH2:39][Si:40]([CH3:43])([CH3:42])[CH3:41])[N:7]=2)[CH:3]=1. The catalyst class is: 28. (3) The catalyst class is: 1. Product: [CH2:1]([O:8][C:9]1[CH:10]=[C:11]2[C:16](=[CH:17][C:18]=1[O:19][CH3:20])[CH:15](/[CH:21]=[CH:47]/[C:46]1[CH:49]=[C:50]([CH3:55])[C:51]([O:53][CH3:54])=[CH:52][C:45]=1[O:44][CH3:43])[NH:14][CH2:13][CH2:12]2)[C:2]1[CH:7]=[CH:6][CH:5]=[CH:4][CH:3]=1. Reactant: [CH2:1]([O:8][C:9]1[CH:10]=[C:11]2[C:16](=[CH:17][C:18]=1[O:19][CH3:20])[CH:15]([CH2:21]S(C1N(C3C=CC=CC=3)N=NN=1)(=O)=O)[N:14](C(OC(C)(C)C)=O)[CH2:13][CH2:12]2)[C:2]1[CH:7]=[CH:6][CH:5]=[CH:4][CH:3]=1.[CH3:43][O:44][C:45]1[CH:52]=[C:51]([O:53][CH3:54])[C:50]([CH3:55])=[CH:49][C:46]=1[CH:47]=O.